This data is from Forward reaction prediction with 1.9M reactions from USPTO patents (1976-2016). The task is: Predict the product of the given reaction. (1) Given the reactants N[C:2]1[NH:3][C:4](=O)[C:5]2[C:10]([C:11]3[C:16]([CH3:17])=[CH:15][C:14]([CH3:18])=[CH:13][C:12]=3[CH3:19])=[CH:9][N:8]([CH3:20])[C:6]=2[N:7]=1.[CH3:22][N:23]([CH3:26])[CH:24]=O.[H-].[Na+].CI.[OH2:31], predict the reaction product. The product is: [CH3:22][N:23]([CH3:26])[C:24]1[N:3]([CH3:2])[C:4](=[O:31])[C:5]2[C:10]([C:11]3[C:12]([CH3:19])=[CH:13][C:14]([CH3:18])=[CH:15][C:16]=3[CH3:17])=[CH:9][N:8]([CH3:20])[C:6]=2[N:7]=1. (2) Given the reactants [CH2:1]1[O:3][C@H:2]1[CH2:4][OH:5].[CH2:6]([OH:13])[C:7]1[CH:12]=[CH:11][CH:10]=[CH:9][CH:8]=1.[F-].[Cs+], predict the reaction product. The product is: [CH2:6]([O:13][CH2:1][C@@H:2]([OH:3])[CH2:4][OH:5])[C:7]1[CH:12]=[CH:11][CH:10]=[CH:9][CH:8]=1. (3) Given the reactants [N+:1]([C:4]1[O:8][C:7]([C:9](Cl)=[O:10])=[CH:6][CH:5]=1)([O-:3])=[O:2].[CH3:12][N:13]1[CH2:18][CH2:17][N:16]([C:19]2[CH:24]=[CH:23][C:22]([NH2:25])=[CH:21][CH:20]=2)[CH2:15][CH2:14]1.CCN(CC)CC, predict the reaction product. The product is: [CH3:12][N:13]1[CH2:14][CH2:15][N:16]([C:19]2[CH:24]=[CH:23][C:22]([NH:25][C:9]([C:7]3[O:8][C:4]([N+:1]([O-:3])=[O:2])=[CH:5][CH:6]=3)=[O:10])=[CH:21][CH:20]=2)[CH2:17][CH2:18]1. (4) Given the reactants [NH2:1][NH:2][C:3](=[NH:14])[C:4]1[C:9]([C:10]([F:13])([F:12])[F:11])=[CH:8][CH:7]=[N:6][CH:5]=1.[N+:15]([C:18]1[CH:19]=[CH:20][C:21]([OH:26])=[C:22]([CH:25]=1)[CH:23]=O)([O-:17])=[O:16], predict the reaction product. The product is: [N+:15]([C:18]1[CH:19]=[CH:20][C:21]([OH:26])=[C:22]([C:23]2[NH:1][N:2]=[C:3]([C:4]3[CH:5]=[N:6][CH:7]=[CH:8][C:9]=3[C:10]([F:11])([F:12])[F:13])[N:14]=2)[CH:25]=1)([O-:17])=[O:16]. (5) Given the reactants [CH3:1][S:2][C:3]1[CH:8]=[CH:7][C:6]([N:9]2[C:13]3[CH:14]=[C:15]([C:18]([NH:20][NH2:21])=[O:19])[CH:16]=[CH:17][C:12]=3[N:11]=[CH:10]2)=[CH:5][CH:4]=1.[F:22][C:23]([F:36])([F:35])[C:24]1[CH:25]=[C:26]([CH2:30][CH2:31][C:32](O)=O)[CH:27]=[CH:28][CH:29]=1, predict the reaction product. The product is: [CH3:1][S:2][C:3]1[CH:8]=[CH:7][C:6]([N:9]2[C:13]3[CH:14]=[C:15]([C:18]4[O:19][C:32]([CH2:31][CH2:30][C:26]5[CH:27]=[CH:28][CH:29]=[C:24]([C:23]([F:22])([F:35])[F:36])[CH:25]=5)=[N:21][N:20]=4)[CH:16]=[CH:17][C:12]=3[N:11]=[CH:10]2)=[CH:5][CH:4]=1.